This data is from Forward reaction prediction with 1.9M reactions from USPTO patents (1976-2016). The task is: Predict the product of the given reaction. Given the reactants [C:1]([O:5][C:6]([N:8]1[CH2:13][CH2:12][N:11]([CH2:14][CH2:15][CH:16]([CH3:18])[CH3:17])[CH2:10][C@@H:9]1[C@@H:19]([OH:42])[C@H:20]([N:28]=C(C1C=CC=CC=1)C1C=CC=CC=1)[CH2:21][C:22]1[CH:27]=[CH:26][CH:25]=[CH:24][CH:23]=1)=[O:7])([CH3:4])([CH3:3])[CH3:2].[H][H], predict the reaction product. The product is: [C:1]([O:5][C:6]([N:8]1[CH2:13][CH2:12][N:11]([CH2:14][CH2:15][CH:16]([CH3:18])[CH3:17])[CH2:10][C@@H:9]1[C@@H:19]([OH:42])[C@H:20]([NH2:28])[CH2:21][C:22]1[CH:27]=[CH:26][CH:25]=[CH:24][CH:23]=1)=[O:7])([CH3:3])([CH3:4])[CH3:2].